From a dataset of Peptide-MHC class I binding affinity with 185,985 pairs from IEDB/IMGT. Regression. Given a peptide amino acid sequence and an MHC pseudo amino acid sequence, predict their binding affinity value. This is MHC class I binding data. (1) The binding affinity (normalized) is 0.0564. The MHC is HLA-A02:02 with pseudo-sequence HLA-A02:02. The peptide sequence is AVYFKAKWLT. (2) The peptide sequence is IIMAINVFT. The MHC is HLA-A02:02 with pseudo-sequence HLA-A02:02. The binding affinity (normalized) is 0.661. (3) The peptide sequence is ETINEEAADW. The MHC is HLA-B07:02 with pseudo-sequence HLA-B07:02. The binding affinity (normalized) is 0.101. (4) The peptide sequence is GLVESVAGS. The MHC is HLA-A02:03 with pseudo-sequence HLA-A02:03. The binding affinity (normalized) is 0.770.